Predict which catalyst facilitates the given reaction. From a dataset of Catalyst prediction with 721,799 reactions and 888 catalyst types from USPTO. Reactant: [CH2:1]([O:3][C:4]([C:6]1[C:7]([O:25]CC)=[N:8][N:9]([C:11]2[CH:16]=[C:15]([S:17][CH2:18][C:19]([F:22])([F:21])[F:20])[C:14]([CH3:23])=[CH:13][C:12]=2[F:24])[CH:10]=1)=[O:5])[CH3:2].B(Br)(Br)Br.C(O)(=O)CC(CC(O)=O)(C(O)=O)O. Product: [CH2:1]([O:3][C:4]([C:6]1[C:7]([OH:25])=[N:8][N:9]([C:11]2[CH:16]=[C:15]([S:17][CH2:18][C:19]([F:22])([F:21])[F:20])[C:14]([CH3:23])=[CH:13][C:12]=2[F:24])[CH:10]=1)=[O:5])[CH3:2]. The catalyst class is: 4.